Predict the reactants needed to synthesize the given product. From a dataset of Full USPTO retrosynthesis dataset with 1.9M reactions from patents (1976-2016). The reactants are: [CH3:1][O:2][C:3]1[CH:4]=[CH:5][C:6]2[C:10]([C:11](Cl)=[O:12])=[C:9]([CH3:14])[S:8][C:7]=2[CH:15]=1.[CH3:16][NH2:17]. Given the product [CH3:16][NH:17][C:11]([C:10]1[C:6]2[CH:5]=[CH:4][C:3]([O:2][CH3:1])=[CH:15][C:7]=2[S:8][C:9]=1[CH3:14])=[O:12], predict the reactants needed to synthesize it.